Task: Regression. Given a peptide amino acid sequence and an MHC pseudo amino acid sequence, predict their binding affinity value. This is MHC class I binding data.. Dataset: Peptide-MHC class I binding affinity with 185,985 pairs from IEDB/IMGT (1) The binding affinity (normalized) is 0.0847. The peptide sequence is SQMPPQKIM. The MHC is HLA-B08:01 with pseudo-sequence HLA-B08:01. (2) The binding affinity (normalized) is 0.0847. The peptide sequence is APLAHRLGM. The MHC is HLA-A26:01 with pseudo-sequence HLA-A26:01. (3) The binding affinity (normalized) is 0.0847. The peptide sequence is WCRVGRGTI. The MHC is HLA-B58:01 with pseudo-sequence HLA-B58:01. (4) The peptide sequence is FSFKKCLVY. The MHC is HLA-A31:01 with pseudo-sequence HLA-A31:01. The binding affinity (normalized) is 0.167.